This data is from Forward reaction prediction with 1.9M reactions from USPTO patents (1976-2016). The task is: Predict the product of the given reaction. (1) Given the reactants OCCCCCCC[CH2:9][NH:10][C:11]([C:13]1[CH:14]=[C:15]([S:19]([C:22]2[CH:23]=[C:24]3[C:29](=[C:30]([CH3:32])[CH:31]=2)[N:28]=[CH:27][C:26]([C:33]([NH2:35])=[O:34])=[C:25]3[NH:36][C:37]2[CH:42]=[CH:41][CH:40]=[C:39]([O:43][CH3:44])[CH:38]=2)(=[O:21])=[O:20])[CH:16]=[CH:17][CH:18]=1)=[O:12].CN[CH2:47][CH2:48][CH2:49][CH2:50][CH2:51][CH2:52][OH:53], predict the reaction product. The product is: [OH:53][CH2:52][CH2:51][CH2:50][CH2:49][CH2:48][CH2:47][N:10]([CH3:9])[C:11]([C:13]1[CH:14]=[C:15]([S:19]([C:22]2[CH:23]=[C:24]3[C:29](=[C:30]([CH3:32])[CH:31]=2)[N:28]=[CH:27][C:26]([C:33]([NH2:35])=[O:34])=[C:25]3[NH:36][C:37]2[CH:42]=[CH:41][CH:40]=[C:39]([O:43][CH3:44])[CH:38]=2)(=[O:20])=[O:21])[CH:16]=[CH:17][CH:18]=1)=[O:12]. (2) Given the reactants [NH2:1][C:2]1[C:3]([C:27]([O:29]C)=O)=[N:4][C:5]([C:8]2[CH:9]=[C:10]3[CH:16]=[CH:15][N:14]([Si](C(C)C)(C(C)C)C(C)C)[C:11]3=[N:12][CH:13]=2)=[CH:6][CH:7]=1.O.[CH:32]([NH2:34])=O, predict the reaction product. The product is: [NH:14]1[C:11]2=[N:12][CH:13]=[C:8]([C:5]3[CH:6]=[CH:7][C:2]4[N:1]=[CH:32][NH:34][C:27](=[O:29])[C:3]=4[N:4]=3)[CH:9]=[C:10]2[CH:16]=[CH:15]1. (3) Given the reactants C(C1C=C(C=CC=1)C(Cl)=O)#N.COC(=O)C1C=CC=C(C(=N)NO)C=1.CCN(C(C)C)C(C)C.[CH3:35][O:36][C:37](=[O:57])[C:38]1[CH:43]=[CH:42][CH:41]=[C:40]([C:44]2[N:48]=[C:47]([C:49]3[CH:54]=[CH:53][CH:52]=[C:51]([C:55]#[N:56])[CH:50]=3)[O:46][N:45]=2)[CH:39]=1, predict the reaction product. The product is: [CH3:35][O:36][C:37](=[O:57])[C:38]1[CH:43]=[CH:42][CH:41]=[C:40]([C:44]2[N:48]=[C:47]([C:49]3[CH:54]=[CH:53][CH:52]=[C:51]([CH2:55][NH2:56])[CH:50]=3)[O:46][N:45]=2)[CH:39]=1.